The task is: Predict the reactants needed to synthesize the given product.. This data is from Full USPTO retrosynthesis dataset with 1.9M reactions from patents (1976-2016). (1) Given the product [OH:12][C:13]([C:2]1[CH:7]=[CH:6][N:5]=[CH:4][CH:3]=1)([CH3:19])[C:14]([O:16][CH2:17][CH3:18])=[O:15], predict the reactants needed to synthesize it. The reactants are: I[C:2]1[CH:7]=[CH:6][N:5]=[CH:4][CH:3]=1.C([Mg]Br)C.[O:12]=[C:13]([CH3:19])[C:14]([O:16][CH2:17][CH3:18])=[O:15].CO.C(Cl)Cl. (2) The reactants are: [N:1]1[CH:6]=[CH:5][CH:4]=[C:3]([C:7]2[CH:8]=[C:9]3[C:19]4[C:14](=[N:15][CH:16]=[CH:17][CH:18]=4)[NH:13][C:10]3=[CH:11][N:12]=2)[CH:2]=1.[I:20]N1C(=O)CCC1=O. Given the product [I:20][C:17]1[CH:18]=[C:19]2[C:9]3[C:10](=[CH:11][N:12]=[C:7]([C:3]4[CH:2]=[N:1][CH:6]=[CH:5][CH:4]=4)[CH:8]=3)[NH:13][C:14]2=[N:15][CH:16]=1, predict the reactants needed to synthesize it. (3) The reactants are: [H-].[Al+3].[Li+].[H-].[H-].[H-].[CH3:7][N:8]1[CH2:13][C:12](=O)[NH:11][C@@H:10]([C:15]2[CH:20]=[CH:19][CH:18]=[CH:17][CH:16]=2)[C:9]1=O.C(OCC)(=O)C.CO. Given the product [CH3:7][N:8]1[CH2:13][CH2:12][NH:11][C@@H:10]([C:15]2[CH:16]=[CH:17][CH:18]=[CH:19][CH:20]=2)[CH2:9]1, predict the reactants needed to synthesize it.